The task is: Predict the reactants needed to synthesize the given product.. This data is from Full USPTO retrosynthesis dataset with 1.9M reactions from patents (1976-2016). (1) Given the product [NH2:1][C@@H:2]([CH2:3][C:4]1[CH:5]=[CH:6][CH:7]=[CH:8][CH:9]=1)[C:10]([NH:35][S:34]([C:31]1[CH:30]=[CH:29][C:28]([C:25]2([NH:24][C:22](=[O:23])[C:21]([F:20])([F:39])[F:38])[CH2:26][CH2:27]2)=[CH:33][CH:32]=1)(=[O:36])=[O:37])=[O:12], predict the reactants needed to synthesize it. The reactants are: [NH:1](C(OC(C)(C)C)=O)[C@H:2]([C:10]([OH:12])=O)[CH2:3][C:4]1[CH:9]=[CH:8][CH:7]=[CH:6][CH:5]=1.[F:20][C:21]([F:39])([F:38])[C:22]([NH:24][C:25]1([C:28]2[CH:33]=[CH:32][C:31]([S:34](=[O:37])(=[O:36])[NH2:35])=[CH:30][CH:29]=2)[CH2:27][CH2:26]1)=[O:23]. (2) Given the product [OH:30][CH2:29][C@@H:28]1[CH2:25][C@H:23]1[CH2:22][C:21]([OH:20])=[O:1], predict the reactants needed to synthesize it. The reactants are: [OH-:1].[Na+].[Si]([O:20][CH2:21][C@@H:22]1C[C@H:23]1[CH2:25]C#N)(C(C)(C)C)(C1C=CC=CC=1)C1C=CC=CC=1.[CH3:28][CH2:29][OH:30]. (3) Given the product [CH3:1][C:2]1([CH3:9])[O:6][CH:5]([CH2:7][O:8][S:19]([C:16]2[CH:17]=[CH:18][C:13]([CH3:23])=[CH:14][CH:15]=2)(=[O:21])=[O:20])[CH2:4][O:3]1, predict the reactants needed to synthesize it. The reactants are: [CH3:1][C:2]1([CH3:9])[O:6][CH:5]([CH2:7][OH:8])[CH2:4][O:3]1.C(Cl)Cl.[C:13]1([CH3:23])[CH:18]=[CH:17][C:16]([S:19](Cl)(=[O:21])=[O:20])=[CH:15][CH:14]=1. (4) Given the product [F:37][C:38]1[CH:46]=[CH:45][C:41]([C:42]([NH:1][C:2]2[CH:7]=[CH:6][CH:5]=[C:4]([N:8]([CH2:16][C:17]3[CH:22]=[CH:21][CH:20]=[C:19]([O:23][C:24]([F:28])([F:29])[CH:25]([F:26])[F:27])[CH:18]=3)[CH2:9][CH:10]([OH:15])[C:11]([F:14])([F:13])[F:12])[CH:3]=2)=[O:43])=[CH:40][CH:39]=1, predict the reactants needed to synthesize it. The reactants are: [NH2:1][C:2]1[CH:3]=[C:4]([N:8]([CH2:16][C:17]2[CH:22]=[CH:21][CH:20]=[C:19]([O:23][C:24]([F:29])([F:28])[CH:25]([F:27])[F:26])[CH:18]=2)[CH2:9][CH:10]([OH:15])[C:11]([F:14])([F:13])[F:12])[CH:5]=[CH:6][CH:7]=1.C(N(CC)CC)C.[F:37][C:38]1[CH:46]=[CH:45][C:41]([C:42](Cl)=[O:43])=[CH:40][CH:39]=1.